From a dataset of Full USPTO retrosynthesis dataset with 1.9M reactions from patents (1976-2016). Predict the reactants needed to synthesize the given product. (1) Given the product [CH3:27][C:26]1([CH3:28])[N:8]([C:6]([O:5][C:1]([CH3:4])([CH3:2])[CH3:3])=[O:7])[C@@H:9]([C:14]([O:16][CH2:17][C:18]2[CH:19]=[CH:20][CH:21]=[CH:22][CH:23]=2)=[O:15])[CH2:10][CH2:11][CH2:12][O:13]1, predict the reactants needed to synthesize it. The reactants are: [C:1]([O:5][C:6]([NH:8][C@@H:9]([C:14]([O:16][CH2:17][C:18]1[CH:23]=[CH:22][CH:21]=[CH:20][CH:19]=1)=[O:15])[CH2:10][CH2:11][CH2:12][OH:13])=[O:7])([CH3:4])([CH3:3])[CH3:2].CO[C:26](OC)([CH3:28])[CH3:27].CC1C=CC(S([O-])(=O)=O)=CC=1.C1C=C[NH+]=CC=1.O. (2) Given the product [CH3:30][N:25]1[C@H:26]([CH3:29])[CH2:27][CH2:28][N:23]2[C:22](=[O:32])[N:21]=[C:20]([O:16][CH2:15][C:12]3[CH:13]=[CH:14][C:7]([O:6][C:5]4[CH:17]=[CH:18][C:2]([F:1])=[CH:3][CH:4]=4)=[C:8]([CH:11]=3)[C:9]#[N:10])[CH:31]=[C:24]12, predict the reactants needed to synthesize it. The reactants are: [F:1][C:2]1[CH:18]=[CH:17][C:5]([O:6][C:7]2[CH:14]=[CH:13][C:12]([CH2:15][OH:16])=[CH:11][C:8]=2[C:9]#[N:10])=[CH:4][CH:3]=1.Cl[C:20]1[CH:31]=[C:24]2[N:25]([CH3:30])[C@H:26]([CH3:29])[CH2:27][CH2:28][N:23]2[C:22](=[O:32])[N:21]=1. (3) Given the product [CH3:19][C:18]1[CH:17]=[CH:16][C:11]([C:12]([O:14][CH3:15])=[O:13])=[CH:10][C:9]=1[N:4]1[CH:5]=[CH:6][N:7]=[C:2]([O:27][C:21]2[CH:26]=[CH:25][CH:24]=[CH:23][CH:22]=2)[C:3]1=[O:20], predict the reactants needed to synthesize it. The reactants are: Br[C:2]1[C:3](=[O:20])[N:4]([C:9]2[CH:10]=[C:11]([CH:16]=[CH:17][C:18]=2[CH3:19])[C:12]([O:14][CH3:15])=[O:13])[CH:5]=[C:6](Br)[N:7]=1.[C:21]1([OH:27])[CH:26]=[CH:25][CH:24]=[CH:23][CH:22]=1.C(N(CC)C(C)C)(C)C.C1CC=CCC=1. (4) Given the product [CH2:27]([O:35][C:39](=[O:40])[CH:38]([OH:42])[CH:37]([CH3:43])[CH3:36])[C:28]1[CH:29]=[CH:30][CH:31]=[CH:32][CH:33]=1, predict the reactants needed to synthesize it. The reactants are: C(OC(C[C@@H]1OC(C)(C)O[C@H](CCN([C:27](=[O:35])[C:28]2[CH:33]=[CH:32][C:31](F)=[CH:30][CH:29]=2)C(C(C)C)C(O)=O)C1)=O)(C)(C)C.[CH3:36][CH:37]([CH3:43])[C:38](=[O:42])[C:39]([O-])=[O:40].[Na+].C(O[BH-](OC(=O)C)OC(=O)C)(=O)C.[Na+]. (5) Given the product [F:31][C:28]1[CH:29]=[CH:30][C:25]([O:24][C:5]([CH3:23])([CH2:6][C:7]2[CH:8]=[CH:9][C:10]([O:13][CH2:14][CH2:15][CH:16]3[CH2:20][N:19]([CH2:36][C:37]4[CH:46]=[CH:45][C:44]5[C:39](=[CH:40][CH:41]=[CH:42][CH:43]=5)[CH:38]=4)[C:18](=[O:21])[N:17]3[CH3:22])=[CH:11][CH:12]=2)[C:4]([OH:3])=[O:32])=[CH:26][CH:27]=1, predict the reactants needed to synthesize it. The reactants are: C([O:3][C:4](=[O:32])[C:5]([O:24][C:25]1[CH:30]=[CH:29][C:28]([F:31])=[CH:27][CH:26]=1)([CH3:23])[CH2:6][C:7]1[CH:12]=[CH:11][C:10]([O:13][CH2:14][CH2:15][CH:16]2[CH2:20][NH:19][C:18](=[O:21])[N:17]2[CH3:22])=[CH:9][CH:8]=1)C.[H-].[Na+].Br[CH2:36][C:37]1[CH:46]=[CH:45][C:44]2[C:39](=[CH:40][CH:41]=[CH:42][CH:43]=2)[CH:38]=1. (6) The reactants are: [N:1]([CH:4]1[CH2:13][CH2:12][C:7]2([O:11][CH2:10][CH2:9][O:8]2)[CH2:6][CH2:5]1)=[N+:2]=[N-:3].[CH3:14][Si:15]([CH3:20])([CH3:19])[C:16]#[C:17]C. Given the product [O:11]1[C:7]2([CH2:6][CH2:5][CH:4]([N:1]3[CH:17]=[C:16]([Si:15]([CH3:20])([CH3:19])[CH3:14])[N:3]=[N:2]3)[CH2:13][CH2:12]2)[O:8][CH2:9][CH2:10]1, predict the reactants needed to synthesize it. (7) Given the product [C:1]([C:3]1[CH:4]=[N:5][C:6]2[C:11]([CH:12]=1)=[CH:10][C:9]([O:13][CH:14]([S:18][CH3:19])[C:15]([NH:37][C:38]([C:41]1[CH:45]=[C:44]([C:46]([O:48][CH3:49])=[O:47])[S:43][N:42]=1)([CH3:40])[CH3:39])=[O:17])=[CH:8][CH:7]=2)#[CH:2], predict the reactants needed to synthesize it. The reactants are: [C:1]([C:3]1[CH:4]=[N:5][C:6]2[C:11]([CH:12]=1)=[CH:10][C:9]([O:13][CH:14]([S:18][CH3:19])[C:15]([OH:17])=O)=[CH:8][CH:7]=2)#[CH:2].CCN(CC)CC.C1C=NC2N(O)N=NC=2C=1.[NH2:37][C:38]([C:41]1[CH:45]=[C:44]([C:46]([O:48][CH3:49])=[O:47])[S:43][N:42]=1)([CH3:40])[CH3:39].CCN=C=NCCCN(C)C.